Dataset: Full USPTO retrosynthesis dataset with 1.9M reactions from patents (1976-2016). Task: Predict the reactants needed to synthesize the given product. Given the product [ClH:12].[NH2:1][C@@H:2]([CH2:5][C:6]1[CH:11]=[CH:10][CH:9]=[CH:8][CH:7]=1)[CH2:3][OH:4], predict the reactants needed to synthesize it. The reactants are: [NH2:1][C@@H:2]([CH2:5][C:6]1[CH:11]=[CH:10][CH:9]=[CH:8][CH:7]=1)[CH2:3][OH:4].[ClH:12].